From a dataset of Reaction yield outcomes from USPTO patents with 853,638 reactions. Predict the reaction yield, written as a fraction of the theoretical maximum amount of product (1.0 means a 100% yield; for example, 0.34 means a 34% yield). (1) The reactants are [F:1][C:2]1[C:9](O)=[C:8]([O:11][CH3:12])[CH:7]=[CH:6][C:3]=1[CH:4]=[O:5].N1C=CC=CC=1.[S:19](O[S:19]([C:22]([F:25])([F:24])[F:23])(=[O:21])=[O:20])([C:22]([F:25])([F:24])[F:23])(=[O:21])=[O:20]. The catalyst is ClCCl. The product is [F:1][C:2]1[C:9]([S:19]([C:22]([F:25])([F:24])[F:23])(=[O:21])=[O:20])=[C:8]([O:11][CH3:12])[CH:7]=[CH:6][C:3]=1[CH:4]=[O:5]. The yield is 0.620. (2) The reactants are [CH3:1][C:2]1[C:7]([CH:8]([CH2:13][CH2:14][CH3:15])[C:9]([O:11]C)=[O:10])=[C:6]([N:16]2[CH2:21][CH2:20][CH2:19][CH2:18][CH2:17]2)[N:5]=[C:4]([N:22]2[CH2:27][CH2:26][CH2:25][CH2:24][CH2:23]2)[N:3]=1.[OH-].[Na+]. The catalyst is CO. The product is [CH3:1][C:2]1[C:7]([CH:8]([CH2:13][CH2:14][CH3:15])[C:9]([OH:11])=[O:10])=[C:6]([N:16]2[CH2:17][CH2:18][CH2:19][CH2:20][CH2:21]2)[N:5]=[C:4]([N:22]2[CH2:27][CH2:26][CH2:25][CH2:24][CH2:23]2)[N:3]=1. The yield is 0.310. (3) The reactants are [C:1]([O:5][C:6]([N:8]1[CH2:12][CH2:11][CH2:10][C@H:9]1[C@H:13]([C:17]1[CH:22]=[CH:21][C:20]([Cl:23])=[CH:19][CH:18]=1)[C:14](O)=[O:15])=[O:7])([CH3:4])([CH3:3])[CH3:2].Cl.Cl.[CH3:26][C@H:27]1[C:35]2[C:34]([N:36]3[CH2:41][CH2:40][NH:39][CH2:38][CH2:37]3)=[N:33][CH:32]=[N:31][C:30]=2[C@H:29]([OH:42])[CH2:28]1.C(N(C(C)C)CC)(C)C.CN(C(ON1N=NC2C=CC=CC1=2)=[N+](C)C)C.F[P-](F)(F)(F)(F)F. The catalyst is C(Cl)Cl. The product is [Cl:23][C:20]1[CH:19]=[CH:18][C:17]([C@@H:13]([C@@H:9]2[CH2:10][CH2:11][CH2:12][N:8]2[C:6]([O:5][C:1]([CH3:3])([CH3:2])[CH3:4])=[O:7])[C:14]([N:39]2[CH2:40][CH2:41][N:36]([C:34]3[C:35]4[C@H:27]([CH3:26])[CH2:28][C@@H:29]([OH:42])[C:30]=4[N:31]=[CH:32][N:33]=3)[CH2:37][CH2:38]2)=[O:15])=[CH:22][CH:21]=1. The yield is 0.890. (4) The reactants are C(O[C@@H]([C@H](OC(=O)C1C=CC=CC=1)C(O)=O)C(O)=O)(=O)C1C=CC=CC=1.[C:27]([O:33][CH2:34][N:35]1[C:39]2[N:40]=[CH:41][N:42]=[C:43]([C:44]3[CH:45]=[N:46][N:47]([C@@H:49]([CH:53]4[CH2:57][CH2:56][CH2:55][CH2:54]4)[CH2:50][C:51]#[N:52])[CH:48]=3)[C:38]=2[CH:37]=[CH:36]1)(=[O:32])[C:28]([CH3:31])([CH3:30])[CH3:29].C(=O)([O-])[O-].[K+].[K+]. The catalyst is C(OCC)(=O)C.O. The product is [C:27]([O:33][CH2:34][N:35]1[C:39]2[N:40]=[CH:41][N:42]=[C:43]([C:44]3[CH:45]=[N:46][N:47]([C@@H:49]([CH:53]4[CH2:57][CH2:56][CH2:55][CH2:54]4)[CH2:50][C:51]#[N:52])[CH:48]=3)[C:38]=2[CH:37]=[CH:36]1)(=[O:32])[C:28]([CH3:30])([CH3:31])[CH3:29]. The yield is 0.860. (5) The reactants are [Br:1][C:2]1[N:7]=[C:6]2[CH:8]=[CH:9][NH:10][C:5]2=[N:4][CH:3]=1.[I:11]N1C(=O)CCC1=O. The catalyst is CC(C)=O. The product is [Br:1][C:2]1[N:7]=[C:6]2[C:8]([I:11])=[CH:9][NH:10][C:5]2=[N:4][CH:3]=1. The yield is 0.890. (6) The reactants are [F:1][C:2]1[CH:29]=[C:28]([N+:30]([O-])=O)[CH:27]=[CH:26][C:3]=1[O:4][C:5]1[CH:10]=[CH:9][N:8]=[C:7]2[CH:11]=[C:12]([C:14]3[N:15]=[CH:16][N:17]([CH2:19][CH2:20][N:21]4[CH2:25][CH2:24][CH2:23][CH2:22]4)[CH:18]=3)[S:13][C:6]=12.[NH4+].[Cl-]. The catalyst is CCO.O.[Fe]. The product is [F:1][C:2]1[CH:29]=[C:28]([CH:27]=[CH:26][C:3]=1[O:4][C:5]1[CH:10]=[CH:9][N:8]=[C:7]2[CH:11]=[C:12]([C:14]3[N:15]=[CH:16][N:17]([CH2:19][CH2:20][N:21]4[CH2:22][CH2:23][CH2:24][CH2:25]4)[CH:18]=3)[S:13][C:6]=12)[NH2:30]. The yield is 0.880. (7) The reactants are [F:1][C:2]1[CH:43]=[CH:42][CH:41]=[C:40]([F:44])[C:3]=1[CH2:4][N:5]1[C:10]2[S:11][C:12]([C:18]3[CH:23]=[CH:22][C:21]([NH:24][C:25]([NH:27][O:28][CH3:29])=[O:26])=[CH:20][CH:19]=3)=[C:13]([CH2:14][N:15]([CH3:17])[CH3:16])[C:9]=2[C:8](=[O:30])[N:7]([C:31]2[N:32]=[N:33][C:34]([O:37]C)=[CH:35][CH:36]=2)[C:6]1=[O:39].Cl.C(=O)(O)[O-].[Na+].O. The catalyst is CS(C)=O. The product is [F:1][C:2]1[CH:43]=[CH:42][CH:41]=[C:40]([F:44])[C:3]=1[CH2:4][N:5]1[C:10]2[S:11][C:12]([C:18]3[CH:23]=[CH:22][C:21]([NH:24][C:25]([NH:27][O:28][CH3:29])=[O:26])=[CH:20][CH:19]=3)=[C:13]([CH2:14][N:15]([CH3:16])[CH3:17])[C:9]=2[C:8](=[O:30])[N:7]([C:31]2[CH:36]=[CH:35][C:34](=[O:37])[NH:33][N:32]=2)[C:6]1=[O:39]. The yield is 0.390. (8) The reactants are [F:1][C:2]([F:7])([F:6])[C:3]([OH:5])=[O:4].[F:8][C:9]([F:14])([F:13])[C:10]([OH:12])=[O:11].FC(F)(F)C(O)=O.[Cl:22][C:23]1[CH:24]=[N:25][C:26]2[NH:27][C:28]3[CH:29]=[N:30][CH:31]=[C:32]([CH:54]=3)[CH2:33][CH2:34][C:35]3[CH:43]=[C:39]([NH:40][C:41]=1[N:42]=2)[CH:38]=[CH:37][C:36]=3[NH:44][C:45](=[O:53])[CH2:46][CH:47]1[CH2:52][CH2:51][NH:50][CH2:49][CH2:48]1.[F:55][C:56]1[CH:61]=[CH:60][C:59]([N:62]=[C:63]=[O:64])=[CH:58][CH:57]=1. No catalyst specified. The product is [F:1][C:2]([F:7])([F:6])[C:3]([OH:5])=[O:4].[F:8][C:9]([F:14])([F:13])[C:10]([OH:12])=[O:11].[Cl:22][C:23]1[CH:24]=[N:25][C:26]2[NH:27][C:28]3[CH:29]=[N:30][CH:31]=[C:32]([CH:54]=3)[CH2:33][CH2:34][C:35]3[CH:43]=[C:39]([NH:40][C:41]=1[N:42]=2)[CH:38]=[CH:37][C:36]=3[NH:44][C:45](=[O:53])[CH2:46][CH:47]1[CH2:52][CH2:51][N:50]([C:63]([NH:62][C:59]2[CH:60]=[CH:61][C:56]([F:55])=[CH:57][CH:58]=2)=[O:64])[CH2:49][CH2:48]1. The yield is 0.320.